Task: Regression/Classification. Given a drug SMILES string, predict its absorption, distribution, metabolism, or excretion properties. Task type varies by dataset: regression for continuous measurements (e.g., permeability, clearance, half-life) or binary classification for categorical outcomes (e.g., BBB penetration, CYP inhibition). Dataset: hlm.. Dataset: Human liver microsome stability data (1) The molecule is COC(=O)NS(=O)(=O)c1sc(CC(C)C)cc1-c1cccc(Cn2ccnc2)c1. The result is 0 (unstable in human liver microsomes). (2) The compound is Oc1c2cc(Nc3ccc(OC(F)(F)F)cc3)ccc2nc2cc(Cl)cc(Cl)c12. The result is 0 (unstable in human liver microsomes).